From a dataset of Reaction yield outcomes from USPTO patents with 853,638 reactions. Predict the reaction yield, written as a fraction of the theoretical maximum amount of product (1.0 means a 100% yield; for example, 0.34 means a 34% yield). The product is [C:1]([O:5][C:6]([N:8]1[CH2:26][CH2:25][N:11]2[C:12]3[CH:13]=[CH:14][CH:15]=[CH:16][C:17]=3[C:18]([C:19]([OH:24])=[O:29])=[C:10]2[CH2:9]1)=[O:7])([CH3:2])([CH3:3])[CH3:4]. The catalyst is CN(C)C=O.COC(C)(C)C. The reactants are [C:1]([O:5][C:6]([N:8]1[CH2:26][CH2:25][N:11]2[C:12]3[CH:13]=[CH:14][CH:15]=[CH:16][C:17]=3[C:18]([C:19](=[O:24])C(F)(F)F)=[C:10]2[CH2:9]1)=[O:7])([CH3:4])([CH3:3])[CH3:2].[H-].[Na+].[OH2:29]. The yield is 0.860.